This data is from Forward reaction prediction with 1.9M reactions from USPTO patents (1976-2016). The task is: Predict the product of the given reaction. (1) Given the reactants [Cl:1][C:2]1[C:3]([F:27])=[C:4]([C:20]([C:23]([F:26])([F:25])[F:24])=[CH:21][CH:22]=1)[C:5]([NH:7][C:8]1[S:16][C:11]2[CH2:12][O:13][CH:14]([CH3:15])[C:10]=2[C:9]=1[C:17](O)=[O:18])=[O:6].Cl.[F:29][C:30]1([F:34])[CH2:33][NH:32][CH2:31]1, predict the reaction product. The product is: [Cl:1][C:2]1[C:3]([F:27])=[C:4]([C:20]([C:23]([F:25])([F:26])[F:24])=[CH:21][CH:22]=1)[C:5]([NH:7][C:8]1[S:16][C:11]2[CH2:12][O:13][CH:14]([CH3:15])[C:10]=2[C:9]=1[C:17]([N:32]1[CH2:33][C:30]([F:34])([F:29])[CH2:31]1)=[O:18])=[O:6]. (2) Given the reactants [CH3:1][N:2]([CH3:24])[C:3]1[CH:8]=[CH:7][C:6]([CH:9]2[C:13]3[C:14]([CH3:21])=[C:15]([OH:20])[C:16]([CH3:19])=[C:17]([CH3:18])[C:12]=3[O:11][C:10]2([CH3:23])[CH3:22])=[CH:5][CH:4]=1.[CH2:25](Br)[C:26]1[CH:31]=[CH:30][CH:29]=[CH:28][CH:27]=1, predict the reaction product. The product is: [CH2:25]([O:20][C:15]1[C:16]([CH3:19])=[C:17]([CH3:18])[C:12]2[O:11][C:10]([CH3:22])([CH3:23])[CH:9]([C:6]3[CH:7]=[CH:8][C:3]([N:2]([CH3:1])[CH3:24])=[CH:4][CH:5]=3)[C:13]=2[C:14]=1[CH3:21])[C:26]1[CH:31]=[CH:30][CH:29]=[CH:28][CH:27]=1.